From a dataset of Full USPTO retrosynthesis dataset with 1.9M reactions from patents (1976-2016). Predict the reactants needed to synthesize the given product. (1) Given the product [C:7]1([CH3:25])[CH:12]=[CH:11][C:10]([C:13]2[O:14][C:15]3[C:16](=[C:18]([C:22]([NH2:27])=[O:23])[CH:19]=[CH:20][CH:21]=3)[N:17]=2)=[CH:9][CH:8]=1, predict the reactants needed to synthesize it. The reactants are: C(Cl)(=O)C(Cl)=O.[C:7]1([CH3:25])[CH:12]=[CH:11][C:10]([C:13]2[O:14][C:15]3[C:16](=[C:18]([C:22](O)=[O:23])[CH:19]=[CH:20][CH:21]=3)[N:17]=2)=[CH:9][CH:8]=1.O.[NH3:27]. (2) Given the product [OH:25][CH2:24][C:20]1[C:19]([CH3:26])=[C:18]([CH:23]=[CH:22][CH:21]=1)[NH:17][C:5]1[C:4]2[C:9](=[CH:10][C:11]([O:12][CH3:13])=[C:2]([O:1][CH2:28][CH2:29][CH2:30][N:31]3[CH2:36][CH2:35][O:34][CH2:33][CH2:32]3)[CH:3]=2)[N:8]=[CH:7][C:6]=1[C:14]([NH2:16])=[O:15], predict the reactants needed to synthesize it. The reactants are: [OH:1][C:2]1[CH:3]=[C:4]2[C:9](=[CH:10][C:11]=1[O:12][CH3:13])[N:8]=[CH:7][C:6]([C:14]([NH2:16])=[O:15])=[C:5]2[NH:17][C:18]1[CH:23]=[CH:22][CH:21]=[C:20]([CH2:24][OH:25])[C:19]=1[CH3:26].Cl[CH2:28][CH2:29][CH2:30][N:31]1[CH2:36][CH2:35][O:34][CH2:33][CH2:32]1.C(=O)([O-])[O-].[Cs+].[Cs+]. (3) Given the product [CH3:14][N:13]([CH2:15][CH:16]1[CH:17]2[CH2:31][CH:20]([CH2:19][CH2:18]2)[CH:21]=[C:22]1[C:24]1[CH:25]=[C:26]([OH:30])[CH:27]=[CH:28][CH:29]=1)[CH3:12].[CH3:14][N:13]([CH2:15][C:16]1[CH:17]2[CH2:31][CH:20]([CH2:21][C:22]=1[C:24]1[CH:25]=[C:26]([OH:30])[CH:27]=[CH:28][CH:29]=1)[CH2:19][CH2:18]2)[CH3:12], predict the reactants needed to synthesize it. The reactants are: CC1C=CC(S(O)(=O)=O)=CC=1.[CH3:12][N:13]([CH2:15][CH:16]1[C:22]([C:24]2[CH:29]=[CH:28][CH:27]=[C:26]([OH:30])[CH:25]=2)(O)[CH2:21][CH:20]2[CH2:31][CH:17]1[CH2:18][CH2:19]2)[CH3:14].C([O-])([O-])=O.[K+].[K+]. (4) Given the product [Br:1][C:2]1[N:10]([CH2:17][C:16]2[CH:19]=[CH:20][CH:21]=[CH:22][C:15]=2[Br:14])[C:9]2[C:8](=[O:11])[NH:7][C:6](=[O:12])[N:5]([CH3:13])[C:4]=2[N:3]=1, predict the reactants needed to synthesize it. The reactants are: [Br:1][C:2]1[NH:10][C:9]2[C:8](=[O:11])[NH:7][C:6](=[O:12])[N:5]([CH3:13])[C:4]=2[N:3]=1.[Br:14][C:15]1[CH:22]=[CH:21][CH:20]=[CH:19][C:16]=1[CH2:17]Br.C(N(C(C)C)CC)(C)C. (5) Given the product [CH:26]([C:12]1[C:11]2[C:6](=[CH:7][C:8]([C:13]([O:15][CH2:16][CH3:17])=[O:14])=[CH:9][CH:10]=2)[NH:5][C:4]=1[CH:1]([CH3:3])[CH3:2])=[O:27], predict the reactants needed to synthesize it. The reactants are: [CH:1]([C:4]1[NH:5][C:6]2[C:11]([CH:12]=1)=[CH:10][CH:9]=[C:8]([C:13]([O:15][CH2:16][CH3:17])=[O:14])[CH:7]=2)([CH3:3])[CH3:2].O=P(Cl)(Cl)Cl.CN([CH:26]=[O:27])C. (6) The reactants are: [NH2:1][C:2]1[CH:3]=[C:4]([OH:9])[CH:5]=[CH:6][C:7]=1[F:8].[C:10](=[O:13])([O-:12])[O-].[Na+].[Na+].O1[CH2:20][CH2:19][CH2:18]C1.[C:21]([O:25][C:26](O[C:26]([O:25][C:21]([CH3:24])([CH3:23])[CH3:22])=[O:27])=[O:27])([CH3:24])([CH3:23])[CH3:22].[C:36](OCC)(=O)C. Given the product [C:26](=[O:27])([O:25][C:21]([CH3:23])([CH3:22])[CH3:24])[O:9][C:4]1[CH:5]=[CH:6][C:7]([F:8])=[C:2]([NH:1][C:10]([O:12][C:19]([CH3:18])([CH3:20])[CH3:36])=[O:13])[CH:3]=1, predict the reactants needed to synthesize it.